Dataset: Forward reaction prediction with 1.9M reactions from USPTO patents (1976-2016). Task: Predict the product of the given reaction. Given the reactants [Br:1][C:2]1[CH:3]=[CH:4][C:5]([Cl:20])=[C:6]([CH:19]=1)[CH2:7][C:8]1[CH:18]=[CH:17][C:11]([O:12][CH2:13][CH:14]([OH:16])[CH3:15])=[CH:10][CH:9]=1.[CH:21]([O:23][CH2:24][CH3:25])=[CH2:22].C1(C)C=CC(S([O-])(=O)=O)=CC=1.[NH+]1C=CC=CC=1, predict the reaction product. The product is: [Br:1][C:2]1[CH:3]=[CH:4][C:5]([Cl:20])=[C:6]([CH2:7][C:8]2[CH:9]=[CH:10][C:11]([O:12][CH2:13][CH:14]([O:16][CH:21]([O:23][CH2:24][CH3:25])[CH3:22])[CH3:15])=[CH:17][CH:18]=2)[CH:19]=1.